This data is from Reaction yield outcomes from USPTO patents with 853,638 reactions. The task is: Predict the reaction yield, written as a fraction of the theoretical maximum amount of product (1.0 means a 100% yield; for example, 0.34 means a 34% yield). (1) The reactants are C(OC([N:8]1[CH2:13][CH2:12][N:11]([C:14]2[CH:19]=[CH:18][C:17]([CH2:20][N:21]3[CH2:26][CH2:25][O:24][CH2:23][CH2:22]3)=[CH:16][CH:15]=2)[CH2:10][CH2:9]1)=O)(C)(C)C.C(O)(C(F)(F)F)=O. The catalyst is C(Cl)Cl. The product is [N:11]1([C:14]2[CH:19]=[CH:18][C:17]([CH2:20][N:21]3[CH2:22][CH2:23][O:24][CH2:25][CH2:26]3)=[CH:16][CH:15]=2)[CH2:10][CH2:9][NH:8][CH2:13][CH2:12]1. The yield is 0.720. (2) The yield is 0.470. The product is [Br:1][C:5]1[C:4]([Br:3])=[C:9]([CH3:10])[CH:8]=[CH:7][N:6]=1. The reactants are [Br:1]Br.[Br:3][C:4]1[C:5](N)=[N:6][CH:7]=[CH:8][C:9]=1[CH3:10].N([O-])=O.[Na+]. The catalyst is Br.O. (3) The reactants are [CH2:1]([C@@H:5]1[NH:10][CH2:9][C@H:8]([C:11]2[CH:15]=[CH:14][S:13][CH:12]=2)[NH:7][C:6]1=[O:16])[CH:2]([CH3:4])[CH3:3].[F:17][C:18]1[CH:23]=[CH:22][C:21]([C:24]2[O:28][N:27]=[C:26]([CH:29]=O)[CH:25]=2)=[CH:20][CH:19]=1.C([C@@H]1N(CC2C=C(C3C=CC=CC=3)ON=2)C[C@H](CC(C)C)NC1=O)C(C)C. No catalyst specified. The product is [F:17][C:18]1[CH:19]=[CH:20][C:21]([C:24]2[O:28][N:27]=[C:26]([CH2:29][N:10]3[CH2:9][C@H:8]([C:11]4[CH:15]=[CH:14][S:13][CH:12]=4)[NH:7][C:6](=[O:16])[C@@H:5]3[CH2:1][CH:2]([CH3:4])[CH3:3])[CH:25]=2)=[CH:22][CH:23]=1. The yield is 0.610. (4) The reactants are [Cl:1][C:2]1[CH:7]=[CH:6][C:5]([C:8]2[CH:12]([C:13]([O:15][CH3:16])=[O:14])[C:11](=O)[O:10][N:9]=2)=[CH:4][CH:3]=1.CCN(CC)CC.O.[OH-].[Na+].O=P(Cl)(Cl)[Cl:30]. No catalyst specified. The product is [Cl:30][C:11]1[O:10][N:9]=[C:8]([C:5]2[CH:6]=[CH:7][C:2]([Cl:1])=[CH:3][CH:4]=2)[C:12]=1[C:13]([O:15][CH3:16])=[O:14]. The yield is 0.570. (5) The reactants are [Cl-].O[NH3+:3].[C:4](=[O:7])([O-])[OH:5].[Na+].CS(C)=O.[CH:13]([O:16][C:17]1[N:22]=[CH:21][C:20]([N:23]2[C:28](=[O:29])[C:27]([CH2:30][C:31]3[CH:36]=[CH:35][C:34]([C:37]4[C:38]([C:43]#[N:44])=[CH:39][CH:40]=[CH:41][CH:42]=4)=[CH:33][CH:32]=3)=[C:26]([CH2:45][CH2:46][CH3:47])[N:25]=[C:24]2[CH3:48])=[CH:19][CH:18]=1)([CH3:15])[CH3:14]. The catalyst is O.C(OCC)(=O)C. The product is [CH:13]([O:16][C:17]1[N:22]=[CH:21][C:20]([N:23]2[C:28](=[O:29])[C:27]([CH2:30][C:31]3[CH:36]=[CH:35][C:34]([C:37]4[CH:42]=[CH:41][CH:40]=[CH:39][C:38]=4[C:43]4[NH:3][C:4](=[O:7])[O:5][N:44]=4)=[CH:33][CH:32]=3)=[C:26]([CH2:45][CH2:46][CH3:47])[N:25]=[C:24]2[CH3:48])=[CH:19][CH:18]=1)([CH3:15])[CH3:14]. The yield is 0.730. (6) The reactants are [C:1](#[N:3])[CH3:2].[H-].[Na+].C[O:7][C:8](=O)[C:9]1[CH:14]=[CH:13][C:12]([C:15]#[N:16])=[CH:11][CH:10]=1. The catalyst is O1CCCC1. The product is [C:1]([CH2:2][C:8]([C:9]1[CH:14]=[CH:13][C:12]([C:15]#[N:16])=[CH:11][CH:10]=1)=[O:7])#[N:3]. The yield is 0.930.